This data is from Forward reaction prediction with 1.9M reactions from USPTO patents (1976-2016). The task is: Predict the product of the given reaction. (1) Given the reactants [NH:1]1[CH2:5][CH2:4][CH:3]([OH:6])[CH2:2]1.Cl[C:8]1[C:17]2[C:12](=[CH:13][C:14]([O:20][CH3:21])=[C:15]([O:18][CH3:19])[CH:16]=2)[N:11]=[CH:10][N:9]=1.CCN(C(C)C)C(C)C.[N+](C1C=CC([O:40][C:41](=O)[NH:42][C:43]2[CH:48]=[CH:47][C:46]([CH:49]([CH3:51])[CH3:50])=[CH:45][CH:44]=2)=CC=1)([O-])=O.[H-].[Na+].C([O-])([O-])=O.[K+].[K+], predict the reaction product. The product is: [CH3:19][O:18][C:15]1[CH:16]=[C:17]2[C:12](=[CH:13][C:14]=1[O:20][CH3:21])[N:11]=[CH:10][N:9]=[C:8]2[N:1]1[CH2:5][CH2:4][CH:3]([O:6][C:41](=[O:40])[NH:42][C:43]2[CH:48]=[CH:47][C:46]([CH:49]([CH3:50])[CH3:51])=[CH:45][CH:44]=2)[CH2:2]1. (2) Given the reactants C1(P(C2C=CC=CC=2)C2C=CC=CC=2)C=CC=CC=1.[C:20]([O:28][CH2:29][C:30]1[CH:35]=[C:34]([NH:36][C:37](=O)[C:38]([F:41])([F:40])[F:39])[CH:33]=[CH:32][C:31]=1[O:43][CH:44]1[CH2:46][CH2:45]1)(=[O:27])[C:21]1[CH:26]=[CH:25][CH:24]=[CH:23][CH:22]=1.[N-:47]=[N+:48]=[N-:49].[Na+].O, predict the reaction product. The product is: [C:20]([O:28][CH2:29][C:30]1[CH:35]=[C:34]([N:36]2[C:37]([C:38]([F:41])([F:40])[F:39])=[N:49][N:48]=[N:47]2)[CH:33]=[CH:32][C:31]=1[O:43][CH:44]1[CH2:46][CH2:45]1)(=[O:27])[C:21]1[CH:26]=[CH:25][CH:24]=[CH:23][CH:22]=1. (3) Given the reactants [F:1][C:2]1[CH:7]=[CH:6][C:5]([CH:8]([OH:26])[CH:9]([CH2:13][C:14]2[CH:19]=[CH:18][CH:17]=[C:16]([O:20][CH2:21][C:22]([F:25])([F:24])[F:23])[CH:15]=2)C(O)=O)=[CH:4][CH:3]=1.C1(P(N=[N+]=[N-])(C2C=CC=CC=2)=O)C=CC=CC=1.C([N:46]([CH2:49]C)CC)C.[OH2:51], predict the reaction product. The product is: [F:1][C:2]1[CH:3]=[CH:4][C:5]([CH:8]2[O:26][C:49](=[O:51])[NH:46][CH:9]2[CH2:13][C:14]2[CH:19]=[CH:18][CH:17]=[C:16]([O:20][CH2:21][C:22]([F:24])([F:23])[F:25])[CH:15]=2)=[CH:6][CH:7]=1.